This data is from Reaction yield outcomes from USPTO patents with 853,638 reactions. The task is: Predict the reaction yield, written as a fraction of the theoretical maximum amount of product (1.0 means a 100% yield; for example, 0.34 means a 34% yield). No catalyst specified. The yield is 0.910. The product is [CH3:11][O:10][S:7]([O-:12])(=[O:9])=[O:8].[CH3:3][S:2][C:1](=[S+:6][CH3:11])[S:4][CH3:5]. The reactants are [C:1](=[S:6])([S:4][CH3:5])[S:2][CH3:3].[S:7]([O:12]C)([O:10][CH3:11])(=[O:9])=[O:8].